From a dataset of Full USPTO retrosynthesis dataset with 1.9M reactions from patents (1976-2016). Predict the reactants needed to synthesize the given product. Given the product [F:9][C:8]([F:11])([F:10])[C:4]1[CH:3]=[C:2]([N:12]2[CH2:17][CH2:16][CH:15]([CH2:18][CH2:19][OH:20])[CH2:14][CH2:13]2)[CH:7]=[CH:6][CH:5]=1, predict the reactants needed to synthesize it. The reactants are: Br[C:2]1[CH:7]=[CH:6][CH:5]=[C:4]([C:8]([F:11])([F:10])[F:9])[CH:3]=1.[NH:12]1[CH2:17][CH2:16][CH:15]([CH2:18][CH2:19][OH:20])[CH2:14][CH2:13]1.CC(C)([O-])C.[Na+].[OH-].[K+].